Dataset: Forward reaction prediction with 1.9M reactions from USPTO patents (1976-2016). Task: Predict the product of the given reaction. Given the reactants Br[C:2]1[CH:3]=[C:4]2[C:9](=[CH:10][CH:11]=1)[N:8]=[CH:7][CH:6]=[C:5]2[S:12][C:13]1([C:17]([O:19][CH2:20][CH3:21])=[O:18])[CH2:16][CH2:15][CH2:14]1.[CH3:22]B1OB(C)OB(C)O1.C(=O)([O-])[O-].[K+].[K+].O1CCOCC1, predict the reaction product. The product is: [CH3:22][C:2]1[CH:3]=[C:4]2[C:9](=[CH:10][CH:11]=1)[N:8]=[CH:7][CH:6]=[C:5]2[S:12][C:13]1([C:17]([O:19][CH2:20][CH3:21])=[O:18])[CH2:16][CH2:15][CH2:14]1.